This data is from Peptide-MHC class I binding affinity with 185,985 pairs from IEDB/IMGT. The task is: Regression. Given a peptide amino acid sequence and an MHC pseudo amino acid sequence, predict their binding affinity value. This is MHC class I binding data. (1) The peptide sequence is AFRHMAREL. The MHC is HLA-A23:01 with pseudo-sequence HLA-A23:01. The binding affinity (normalized) is 0.130. (2) The peptide sequence is IGGIRMVDI. The MHC is H-2-Kb with pseudo-sequence H-2-Kb. The binding affinity (normalized) is 0.511. (3) The peptide sequence is AYISSEATTPV. The MHC is Patr-A0301 with pseudo-sequence Patr-A0301. The binding affinity (normalized) is 0.0356. (4) The peptide sequence is TMAMALSIV. The MHC is HLA-A02:03 with pseudo-sequence HLA-A02:03. The binding affinity (normalized) is 0.936. (5) The peptide sequence is AYGSRFHEW. The MHC is HLA-B27:05 with pseudo-sequence HLA-B27:05. The binding affinity (normalized) is 0.0847.